From a dataset of Forward reaction prediction with 1.9M reactions from USPTO patents (1976-2016). Predict the product of the given reaction. (1) Given the reactants [Cl:1][C:2]1[CH:7]=[CH:6][C:5]([CH:8](O)[C:9]2[CH:10]=[N:11][N:12]([CH:19]3[CH2:21][CH2:20]3)[C:13]=2[C:14]([O:16]CC)=O)=[CH:4][CH:3]=1.[NH2:23][C:24]1[CH:25]=[C:26]([Cl:32])[C:27](=[O:31])[N:28]([CH3:30])[CH:29]=1, predict the reaction product. The product is: [Cl:32][C:26]1[C:27](=[O:31])[N:28]([CH3:30])[CH:29]=[C:24]([N:23]2[CH:8]([C:5]3[CH:4]=[CH:3][C:2]([Cl:1])=[CH:7][CH:6]=3)[C:9]3[CH:10]=[N:11][N:12]([CH:19]4[CH2:20][CH2:21]4)[C:13]=3[C:14]2=[O:16])[CH:25]=1. (2) Given the reactants Cl[C:2]1([CH3:17])[CH2:4][C:3]1([C:11]1[CH:16]=[CH:15][CH:14]=[CH:13][CH:12]=1)[C:5]1[CH:10]=[CH:9][CH:8]=[CH:7][CH:6]=1.[Mg].II.[Br-].[Li+].Cl[P:24]([C:29]([CH3:32])([CH3:31])[CH3:30])[C:25]([CH3:28])([CH3:27])[CH3:26], predict the reaction product. The product is: [C:5]1([C:3]2([C:11]3[CH:16]=[CH:15][CH:14]=[CH:13][CH:12]=3)[CH2:4][C:2]2([P:24]([C:29]([CH3:32])([CH3:31])[CH3:30])[C:25]([CH3:28])([CH3:27])[CH3:26])[CH3:17])[CH:10]=[CH:9][CH:8]=[CH:7][CH:6]=1. (3) The product is: [CH3:1][O:2][CH2:3][CH2:4][O:5][C:6]1[C:7]([CH3:19])=[C:8]([CH:13]=[CH:14][C:15]=1[S:21][CH3:20])[C:9]([O:11][CH3:12])=[O:10]. Given the reactants [CH3:1][O:2][CH2:3][CH2:4][O:5][C:6]1[C:7]([CH3:19])=[C:8]([CH:13]=[CH:14][C:15]=1[N+]([O-])=O)[C:9]([O:11][CH3:12])=[O:10].[CH3:20][S-:21].[Na+].O.Cl, predict the reaction product. (4) Given the reactants Cl[C:2]1[N:3]=[N+:4]([O-:12])[C:5]2[CH:11]=[CH:10][CH:9]=[CH:8][C:6]=2[N:7]=1.Cl.[NH2:14][CH2:15][C:16]#[N:17].CCN(CC)CC, predict the reaction product. The product is: [O-:12][N+:4]1[C:5]2[CH:11]=[CH:10][CH:9]=[CH:8][C:6]=2[N:7]=[C:2]([NH:17][CH2:16][C:15]#[N:14])[N:3]=1.